From a dataset of Catalyst prediction with 721,799 reactions and 888 catalyst types from USPTO. Predict which catalyst facilitates the given reaction. Reactant: [N:1]1[CH:6]=[CH:5][CH:4]=[C:3]([NH:7][C:8](=[O:15])OCC(Cl)(Cl)Cl)[N:2]=1.[F:16][C:17]1[CH:22]=[C:21]([F:23])[CH:20]=[CH:19][C:18]=1[C:24]1[N:29]=[C:28]([N:30]2[CH2:35][CH2:34][NH:33][CH2:32][CH2:31]2)[CH:27]=[CH:26][N:25]=1.C(N(C(C)C)CC)(C)C.O. Product: [F:16][C:17]1[CH:22]=[C:21]([F:23])[CH:20]=[CH:19][C:18]=1[C:24]1[N:29]=[C:28]([N:30]2[CH2:35][CH2:34][N:33]([C:8]([NH:7][C:3]3[N:2]=[N:1][CH:6]=[CH:5][CH:4]=3)=[O:15])[CH2:32][CH2:31]2)[CH:27]=[CH:26][N:25]=1. The catalyst class is: 16.